From a dataset of Full USPTO retrosynthesis dataset with 1.9M reactions from patents (1976-2016). Predict the reactants needed to synthesize the given product. Given the product [CH3:18][C:15]1[C:14]([CH3:19])=[C:13]([C:11]([NH:10][C:8]2[CH:9]=[C:4]3[CH:3]=[C:2]([C:32]4[CH2:33][CH2:36][NH:28][CH2:29][CH:31]=4)[NH:20][C:5]3=[N:6][CH:7]=2)=[O:12])[NH:17][N:16]=1, predict the reactants needed to synthesize it. The reactants are: I[C:2]1[NH:20][C:5]2=[N:6][CH:7]=[C:8]([NH:10][C:11]([C:13]3[NH:17][N:16]=[C:15]([CH3:18])[C:14]=3[CH3:19])=[O:12])[CH:9]=[C:4]2[CH:3]=1.ClC1N=CC([NH:28][C:29]([C:31]2NN=[C:33]([CH3:36])[C:32]=2C)=O)=CN=1.C(=O)([O-])[O-].[K+].[K+].O.